From a dataset of Full USPTO retrosynthesis dataset with 1.9M reactions from patents (1976-2016). Predict the reactants needed to synthesize the given product. Given the product [CH2:1]([N:12]([CH2:13][CH2:14][C:15]1[CH:19]=[CH:18][N:17]([C:20]2[CH:25]=[CH:24][C:23]([F:26])=[CH:22][N:21]=2)[N:16]=1)[C:11](=[O:27])[O:10][C:6]([CH3:9])([CH3:7])[CH3:8])[CH3:2], predict the reactants needed to synthesize it. The reactants are: [CH2:1](I)[CH3:2].[H-].[Na+].[C:6]([O:10][C:11](=[O:27])[NH:12][CH2:13][CH2:14][C:15]1[CH:19]=[CH:18][N:17]([C:20]2[CH:25]=[CH:24][C:23]([F:26])=[CH:22][N:21]=2)[N:16]=1)([CH3:9])([CH3:8])[CH3:7].[NH4+].[Cl-].